From a dataset of Forward reaction prediction with 1.9M reactions from USPTO patents (1976-2016). Predict the product of the given reaction. (1) Given the reactants O=P(Cl)(Cl)[Cl:3].[C:6]([C:8]1[C:9]([C:17]2[CH:22]=[CH:21][CH:20]=[C:19]([N+:23]([O-:25])=[O:24])[CH:18]=2)=[N:10][C:11]([S:15][CH3:16])=[N:12][C:13]=1O)#[N:7], predict the reaction product. The product is: [Cl:3][C:13]1[N:12]=[C:11]([S:15][CH3:16])[N:10]=[C:9]([C:17]2[CH:22]=[CH:21][CH:20]=[C:19]([N+:23]([O-:25])=[O:24])[CH:18]=2)[C:8]=1[C:6]#[N:7]. (2) Given the reactants [CH2:1]([O:3][C:4](=[O:31])[CH2:5][N:6]1[CH:10]=[C:9]([C@H:11]([NH:24]S(C(C)(C)C)=O)[C:12]2[CH:17]=[CH:16][C:15]([O:18][CH2:19][C:20]([F:23])([F:22])[F:21])=[CH:14][N:13]=2)[N:8]=[N:7]1)[CH3:2].[ClH:32].CCOCC, predict the reaction product. The product is: [Cl-:32].[Cl-:32].[NH3+:24][C@@H:11]([C:9]1[N:8]=[N:7][N:6]([CH2:5][C:4]([O:3][CH2:1][CH3:2])=[O:31])[CH:10]=1)[C:12]1[CH:17]=[CH:16][C:15]([O:18][CH2:19][C:20]([F:23])([F:21])[F:22])=[CH:14][NH+:13]=1. (3) Given the reactants [F:1][C:2]1[CH:3]=[C:4]2[C:9](=[CH:10][CH:11]=1)[NH:8][C:7](Cl)([OH:12])[C:6](O)=[C:5]2Cl.[Cl:16][C:17]1[CH:18]=[C:19]([CH:21]=[CH:22][C:23]=1[Cl:24])[NH2:20].Cl.O1CCOCC1, predict the reaction product. The product is: [F:1][C:2]1[CH:3]=[C:4]2[C:9](=[CH:10][CH:11]=1)[N:8]=[C:7]([OH:12])[CH:6]=[C:5]2[NH:20][C:19]1[CH:21]=[CH:22][C:23]([Cl:24])=[C:17]([Cl:16])[CH:18]=1.